From a dataset of Forward reaction prediction with 1.9M reactions from USPTO patents (1976-2016). Predict the product of the given reaction. (1) The product is: [Cl:21][CH:4]([C:6]1[CH:10]=[C:9]([C:11]2[CH:16]=[CH:15][CH:14]=[CH:13][CH:12]=2)[O:8][C:7]=1[CH3:17])[CH2:3][CH:2]([CH3:18])[CH3:1]. Given the reactants [CH3:1][CH:2]([CH3:18])[CH2:3][CH:4]([C:6]1[CH:10]=[C:9]([C:11]2[CH:16]=[CH:15][CH:14]=[CH:13][CH:12]=2)[O:8][C:7]=1[CH3:17])O.S(Cl)([Cl:21])=O, predict the reaction product. (2) Given the reactants [CH2:1]([C:3]([C:22]1[CH:27]=[CH:26][C:25](/[CH:28]=[CH:29]/[C:30]2([OH:36])[CH2:35][CH2:34][CH2:33][CH2:32][CH2:31]2)=[C:24]([CH3:37])[CH:23]=1)([C:6]1[CH:11]=[CH:10][C:9](B2OC(C)(C)C(C)(C)O2)=[C:8]([CH3:21])[CH:7]=1)[CH2:4][CH3:5])[CH3:2].[CH3:38][O:39][C:40](=[O:49])[CH2:41][C:42]1[CH:43]=[N:44][CH:45]=[C:46](Br)[CH:47]=1.P([O-])([O-])([O-])=O.[K+].[K+].[K+].[CH3:58]N(C)C=O, predict the reaction product. The product is: [CH2:38]([O:39][C:40](=[O:49])[CH2:41][C:42]1[CH:43]=[N:44][CH:45]=[C:46]([C:9]2[CH:10]=[CH:11][C:6]([C:3]([CH2:4][CH3:5])([C:22]3[CH:27]=[CH:26][C:25](/[CH:28]=[CH:29]/[C:30]4([OH:36])[CH2:31][CH2:32][CH2:33][CH2:34][CH2:35]4)=[C:24]([CH3:37])[CH:23]=3)[CH2:1][CH3:2])=[CH:7][C:8]=2[CH3:21])[CH:47]=1)[CH3:58]. (3) Given the reactants [Br:1][C:2]1[CH:7]=[CH:6][C:5]([N+:8]([O-:10])=[O:9])=[CH:4][C:3]=1[CH2:11]O.C1COCC1.C(N(C(C)C)CC)(C)C.CS([Cl:31])(=O)=O, predict the reaction product. The product is: [Br:1][C:2]1[CH:7]=[CH:6][C:5]([N+:8]([O-:10])=[O:9])=[CH:4][C:3]=1[CH2:11][Cl:31]. (4) Given the reactants [Cl:1][C:2]1[C:7]([C:8]2[CH:13]=[CH:12][CH:11]=[CH:10][CH:9]=2)=[N:6][N:5]=[C:4]2[N:14]([CH3:24])[N:15]=[C:16]([C:17]3[CH:22]=[CH:21][C:20](I)=[CH:19][CH:18]=3)[C:3]=12.[CH3:25][N:26](C=O)C, predict the reaction product. The product is: [Cl:1][C:2]1[C:7]([C:8]2[CH:13]=[CH:12][CH:11]=[CH:10][CH:9]=2)=[N:6][N:5]=[C:4]2[N:14]([CH3:24])[N:15]=[C:16]([C:17]3[CH:22]=[CH:21][C:20]([C:25]#[N:26])=[CH:19][CH:18]=3)[C:3]=12.